From a dataset of Forward reaction prediction with 1.9M reactions from USPTO patents (1976-2016). Predict the product of the given reaction. (1) Given the reactants [OH:1][CH:2]1[CH2:7][CH2:6][CH2:5][CH:4]([O:8][CH2:9][C:10]2[CH:19]=[CH:18][CH:17]=[C:16]([CH3:20])[C:11]=2[C:12]([O:14]C)=[O:13])[CH2:3]1.[Br:21][C:22]1[CH:23]=[C:24]([C:28]2[O:29][C:30]([CH3:35])=[C:31]([CH2:33]I)[N:32]=2)[CH:25]=[CH:26][CH:27]=1, predict the reaction product. The product is: [Br:21][C:22]1[CH:23]=[C:24]([C:28]2[O:29][C:30]([CH3:35])=[C:31]([CH2:33][O:1][CH:2]3[CH2:7][CH2:6][CH2:5][CH:4]([O:8][CH2:9][C:10]4[CH:19]=[CH:18][CH:17]=[C:16]([CH3:20])[C:11]=4[C:12]([OH:14])=[O:13])[CH2:3]3)[N:32]=2)[CH:25]=[CH:26][CH:27]=1. (2) The product is: [CH2:1]([N:3]1[CH2:4][CH2:5][N:6]([CH:9]2[CH2:12][N:11]([C:13]3[N:18]=[C:17]([CH:19]=[O:20])[CH:16]=[CH:15][C:14]=3[F:21])[CH2:10]2)[CH2:7][CH2:8]1)[CH3:2]. Given the reactants [CH2:1]([N:3]1[CH2:8][CH2:7][N:6]([CH:9]2[CH2:12][N:11]([C:13]3[N:18]=[C:17]([CH2:19][OH:20])[CH:16]=[CH:15][C:14]=3[F:21])[CH2:10]2)[CH2:5][CH2:4]1)[CH3:2].CC(OI1(OC(C)=O)(OC(C)=O)OC(=O)C2C=CC=CC1=2)=O.S([O-])([O-])(=O)=S.[Na+].[Na+].C(=O)([O-])O.[Na+], predict the reaction product. (3) Given the reactants [F-].C([N+](CCCC)(CCCC)CCCC)CCC.[Si]([O:26][CH:27]1[CH2:48][CH2:47][CH2:46][C:28]21[N:32]([CH3:33])[C:31](=[O:34])[N:30]([C:35]1[CH:42]=[CH:41][C:38]([C:39]#[N:40])=[C:37]([Cl:43])[C:36]=1[CH3:44])[CH:29]2[OH:45])(C(C)(C)C)(C)C, predict the reaction product. The product is: [Cl:43][C:37]1[C:36]([CH3:44])=[C:35]([N:30]2[CH:29]([OH:45])[C:28]3([CH2:46][CH2:47][CH2:48][CH:27]3[OH:26])[N:32]([CH3:33])[C:31]2=[O:34])[CH:42]=[CH:41][C:38]=1[C:39]#[N:40].